The task is: Regression. Given two drug SMILES strings and cell line genomic features, predict the synergy score measuring deviation from expected non-interaction effect.. This data is from NCI-60 drug combinations with 297,098 pairs across 59 cell lines. Drug 1: C1=C(C(=O)NC(=O)N1)N(CCCl)CCCl. Drug 2: CC1=C(C=C(C=C1)NC(=O)C2=CC=C(C=C2)CN3CCN(CC3)C)NC4=NC=CC(=N4)C5=CN=CC=C5. Cell line: HOP-92. Synergy scores: CSS=35.7, Synergy_ZIP=-8.73, Synergy_Bliss=0.827, Synergy_Loewe=1.00, Synergy_HSA=2.06.